Dataset: Forward reaction prediction with 1.9M reactions from USPTO patents (1976-2016). Task: Predict the product of the given reaction. (1) Given the reactants [Br:1][C:2]1[CH:30]=[CH:29][C:5]([CH2:6][N:7]([CH2:18][CH2:19][CH2:20][NH:21]C(OC(C)(C)C)=O)[C:8](=[O:17])[O:9][CH2:10][C:11]2[CH:16]=[CH:15][CH:14]=[CH:13][CH:12]=2)=[C:4]([F:31])[CH:3]=1.FC(F)(F)C(O)=O, predict the reaction product. The product is: [NH2:21][CH2:20][CH2:19][CH2:18][N:7]([CH2:6][C:5]1[CH:29]=[CH:30][C:2]([Br:1])=[CH:3][C:4]=1[F:31])[C:8](=[O:17])[O:9][CH2:10][C:11]1[CH:12]=[CH:13][CH:14]=[CH:15][CH:16]=1. (2) Given the reactants [CH3:1][C:2]1([CH3:17])[C:10]2[C:5](=[CH:6][C:7]([N:11]3[CH2:16][CH2:15][O:14][CH2:13][CH2:12]3)=[CH:8][CH:9]=2)[NH:4][CH2:3]1.CN(C=O)C.[H-].[Na+].Cl[C:26]1[C:35]2[C:30](=[CH:31][CH:32]=[CH:33][CH:34]=2)[N:29]=[C:28]([C:36]2[CH:41]=[CH:40][CH:39]=[CH:38][CH:37]=2)[C:27]=1[CH3:42].N1C2C(=CC=CC=2)C=CC=1, predict the reaction product. The product is: [CH3:1][C:2]1([CH3:17])[C:10]2[C:5](=[CH:6][C:7]([N:11]3[CH2:16][CH2:15][O:14][CH2:13][CH2:12]3)=[CH:8][CH:9]=2)[N:4]([C:26]2[C:35]3[C:30](=[CH:31][CH:32]=[CH:33][CH:34]=3)[N:29]=[C:28]([C:36]3[CH:41]=[CH:40][CH:39]=[CH:38][CH:37]=3)[C:27]=2[CH3:42])[CH2:3]1. (3) Given the reactants [C:1]([C:3]1[CH:8]=[CH:7][C:6]([CH:9]2[CH2:11][CH:10]2[C:12]([O:14][CH3:15])=[O:13])=[CH:5][CH:4]=1)#[CH:2].I[C:17]1[CH:22]=[CH:21][CH:20]=[C:19]([CH3:23])[CH:18]=1, predict the reaction product. The product is: [C:19]1([CH3:23])[CH:20]=[CH:21][C:22]([C:2]#[C:1][C:3]2[CH:8]=[CH:7][C:6]([CH:9]3[CH2:11][CH:10]3[C:12]([O:14][CH3:15])=[O:13])=[CH:5][CH:4]=2)=[CH:17][CH:18]=1. (4) Given the reactants [Br:1][C:2]1[CH:3]=[CH:4][C:5]([CH2:9][OH:10])=[N+:6]([O-:8])[CH:7]=1.[H-].[Na+].[CH3:13]I, predict the reaction product. The product is: [Br:1][C:2]1[CH:3]=[CH:4][C:5]([CH2:9][O:10][CH3:13])=[N+:6]([O-:8])[CH:7]=1.